Dataset: Full USPTO retrosynthesis dataset with 1.9M reactions from patents (1976-2016). Task: Predict the reactants needed to synthesize the given product. (1) Given the product [C:19]([S:21][CH:11]1[CH2:10][CH2:9][N:8]([C:6]([O:5][C:1]([CH3:2])([CH3:3])[CH3:4])=[O:7])[CH2:13][CH2:12]1)(=[O:22])[CH3:20], predict the reactants needed to synthesize it. The reactants are: [C:1]([O:5][C:6]([N:8]1[CH2:13][CH2:12][CH:11](OS(C)(=O)=O)[CH2:10][CH2:9]1)=[O:7])([CH3:4])([CH3:3])[CH3:2].[C:19]([O-:22])(=[S:21])[CH3:20].[K+]. (2) Given the product [CH3:29][N:27]1[CH:28]=[C:24]([C:21]2[N:20]=[C:19]3[N:15]([CH2:14][C@@H:10]4[CH2:9][N:8]([C:5]5[N:4]=[CH:3][C:2]([C:38]6[CH2:43][CH2:42][N:41]([C:44]([O:46][C:47]([CH3:50])([CH3:49])[CH3:48])=[O:45])[CH2:40][CH:39]=6)=[CH:7][N:6]=5)[CH2:13][CH2:12][O:11]4)[N:16]=[N:17][C:18]3=[N:23][CH:22]=2)[CH:25]=[N:26]1, predict the reactants needed to synthesize it. The reactants are: Br[C:2]1[CH:3]=[N:4][C:5]([N:8]2[CH2:13][CH2:12][O:11][C@H:10]([CH2:14][N:15]3[C:19]4=[N:20][C:21]([C:24]5[CH:25]=[N:26][N:27]([CH3:29])[CH:28]=5)=[CH:22][N:23]=[C:18]4[N:17]=[N:16]3)[CH2:9]2)=[N:6][CH:7]=1.CC1(C)C(C)(C)OB([C:38]2[CH2:43][CH2:42][N:41]([C:44]([O:46][C:47]([CH3:50])([CH3:49])[CH3:48])=[O:45])[CH2:40][CH:39]=2)O1.C(=O)([O-])[O-].[K+].[K+]. (3) Given the product [C:21]([O:25][C@@H:24]1[C@@H:26]([O:27][C:24](=[O:25])[CH3:26])[C@H:28]([O:29][C:45](=[O:47])[CH3:46])[C@@H:30]([CH2:32][O:33][C:39](=[O:38])[CH3:40])[O:31][C:21]1([C:16]1[CH:17]=[CH:18][C:19]([CH3:20])=[C:14]([CH2:13][C:11]2[S:12][C:8]([C:5]3[CH:4]=[CH:3][C:2]([F:1])=[CH:7][CH:6]=3)=[CH:9][CH:10]=2)[CH:15]=1)[O:22][CH3:23])(=[O:22])[CH3:16], predict the reactants needed to synthesize it. The reactants are: [F:1][C:2]1[CH:7]=[CH:6][C:5]([C:8]2[S:12][C:11]([CH2:13][C:14]3[CH:15]=[C:16]([C:21]4([O:31][C@H:30]([CH2:32][OH:33])[C@@H:28]([OH:29])[C@H:26]([OH:27])[C@H:24]4[OH:25])[O:22][CH3:23])[CH:17]=[CH:18][C:19]=3[CH3:20])=[CH:10][CH:9]=2)=[CH:4][CH:3]=1.CN1[CH2:40][CH2:39][O:38]CC1.C(O[C:45](=[O:47])[CH3:46])(=O)C. (4) The reactants are: Cl[C:2]1[C:11]([CH3:12])=[CH:10][C:9]2[C:4](=[CH:5][CH:6]=[C:7]([N+:13]([O-:15])=[O:14])[CH:8]=2)[N:3]=1.[CH2:16]([NH2:18])[CH3:17].CO. Given the product [CH2:16]([NH:18][C:2]1[C:11]([CH3:12])=[CH:10][C:9]2[C:4](=[CH:5][CH:6]=[C:7]([N+:13]([O-:15])=[O:14])[CH:8]=2)[N:3]=1)[CH3:17], predict the reactants needed to synthesize it. (5) Given the product [C:1]([O:5][C:6](=[O:27])[C:7]([S:10][C:11]1[S:12][CH:13]=[C:14]([CH2:16][CH2:17][N:18]([C:19]2[N:20]=[CH:21][C:22]([CH2:25][CH3:26])=[CH:23][N:24]=2)[CH2:28][CH2:29][CH2:30][CH2:31][CH2:32][CH2:33][CH3:34])[N:15]=1)([CH3:9])[CH3:8])([CH3:2])([CH3:3])[CH3:4], predict the reactants needed to synthesize it. The reactants are: [C:1]([O:5][C:6](=[O:27])[C:7]([S:10][C:11]1[S:12][CH:13]=[C:14]([CH2:16][CH2:17][NH:18][C:19]2[N:24]=[CH:23][C:22]([CH2:25][CH3:26])=[CH:21][N:20]=2)[N:15]=1)([CH3:9])[CH3:8])([CH3:4])([CH3:3])[CH3:2].[CH2:28](I)[CH2:29][CH2:30][CH2:31][CH2:32][CH2:33][CH3:34].CC(C)([O-])C.[K+].O.